From a dataset of Full USPTO retrosynthesis dataset with 1.9M reactions from patents (1976-2016). Predict the reactants needed to synthesize the given product. (1) Given the product [CH3:12][CH:3]1[C:4]2[C:9](=[CH:8][CH:7]=[CH:6][CH:5]=2)[NH:1][C:2]1=[O:10], predict the reactants needed to synthesize it. The reactants are: [NH:1]1[C:9]2[C:4](=[CH:5][CH:6]=[CH:7][CH:8]=2)[CH2:3][C:2]1=[O:10].[Li][CH2:12]CCC.CI. (2) Given the product [CH:11]1([CH2:10][N:7]2[C:8](=[O:9])[C@@H:2]([NH:1][C:25](=[O:26])[CH:24]([O:23][CH3:22])[C:28]([NH:30][CH2:31][C:32]([F:37])([F:38])[C:33]([F:34])([F:36])[F:35])=[O:29])[C:3]3[CH:21]=[CH:20][CH:19]=[CH:18][C:4]=3[C:5]3[CH:17]=[CH:16][CH:15]=[CH:14][C:6]2=3)[CH2:13][CH2:12]1, predict the reactants needed to synthesize it. The reactants are: [NH2:1][C@@H:2]1[C:8](=[O:9])[N:7]([CH2:10][CH:11]2[CH2:13][CH2:12]2)[C:6]2[CH:14]=[CH:15][CH:16]=[CH:17][C:5]=2[C:4]2[CH:18]=[CH:19][CH:20]=[CH:21][C:3]1=2.[CH3:22][O:23][CH:24]([C:28]([NH:30][CH2:31][C:32]([F:38])([F:37])[C:33]([F:36])([F:35])[F:34])=[O:29])[C:25](O)=[O:26]. (3) Given the product [ClH:46].[NH2:35][C@@H:28]([CH2:29][C:30]1[S:31][CH:32]=[CH:33][CH:34]=1)[C:27]([N:24]1[CH2:25][CH2:26][N:21]([C:19]2[S:20][C:16]3[CH:15]=[C:14]([C:12]([NH:11][C:5]4[CH:6]=[CH:7][C:8]([O:9][CH3:10])=[C:3]([O:2][CH3:1])[CH:4]=4)=[O:13])[CH:45]=[CH:44][C:17]=3[N:18]=2)[CH2:22][CH2:23]1)=[O:43], predict the reactants needed to synthesize it. The reactants are: [CH3:1][O:2][C:3]1[CH:4]=[C:5]([NH:11][C:12]([C:14]2[CH:45]=[CH:44][C:17]3[N:18]=[C:19]([N:21]4[CH2:26][CH2:25][N:24]([C:27](=[O:43])[C@@H:28]([NH:35]C(=O)OC(C)(C)C)[CH2:29][C:30]5[S:31][CH:32]=[CH:33][CH:34]=5)[CH2:23][CH2:22]4)[S:20][C:16]=3[CH:15]=2)=[O:13])[CH:6]=[CH:7][C:8]=1[O:9][CH3:10].[ClH:46]. (4) The reactants are: [Cl:1][C:2]1[CH:7]=[CH:6][C:5]([C:8]([C:15]2[CH:20]=[CH:19][C:18]([I:21])=[CH:17][CH:16]=2)([OH:14])[CH2:9][NH:10][CH2:11][CH2:12]O)=[CH:4][CH:3]=1.OS(O)(=O)=O. Given the product [Cl:1][C:2]1[CH:7]=[CH:6][C:5]([C:8]2([C:15]3[CH:20]=[CH:19][C:18]([I:21])=[CH:17][CH:16]=3)[O:14][CH2:12][CH2:11][NH:10][CH2:9]2)=[CH:4][CH:3]=1, predict the reactants needed to synthesize it. (5) The reactants are: Br[C:2]1[CH:7]=[CH:6][C:5]([S:8]([N:11]2[C:19]3[C:14](=[CH:15][C:16]([C:20]4[CH:25]=[CH:24][C:23]([C:26]([F:29])([F:28])[F:27])=[CH:22][CH:21]=4)=[CH:17][CH:18]=3)[CH2:13][CH2:12]2)(=[O:10])=[O:9])=[CH:4][C:3]=1[Cl:30].[Cu](C#N)[C:32]#[N:33].C(OCC)(=O)C. Given the product [Cl:30][C:3]1[CH:4]=[C:5]([S:8]([N:11]2[C:19]3[C:14](=[CH:15][C:16]([C:20]4[CH:25]=[CH:24][C:23]([C:26]([F:29])([F:28])[F:27])=[CH:22][CH:21]=4)=[CH:17][CH:18]=3)[CH2:13][CH2:12]2)(=[O:10])=[O:9])[CH:6]=[CH:7][C:2]=1[C:32]#[N:33], predict the reactants needed to synthesize it. (6) The reactants are: Cl[C:2]1[N:24]=[C:5]2[C:6]([NH:10][C:11]3[CH:23]=[CH:22][CH:21]=[CH:20][C:12]=3[CH2:13][N:14]([CH3:19])[S:15]([CH3:18])(=[O:17])=[O:16])=[CH:7][CH:8]=[CH:9][N:4]2[N:3]=1.[N:25]1([CH2:30][CH2:31][O:32][C:33]2[CH:38]=[CH:37][C:36]([NH2:39])=[CH:35][CH:34]=2)[CH2:29][CH2:28][CH2:27][CH2:26]1.C1(P(C2CCCCC2)C2C=CC=CC=2C2C=CC=CC=2P(C2CCCCC2)C2CCCCC2)CCCCC1. Given the product [CH3:19][N:14]([CH2:13][C:12]1[CH:20]=[CH:21][CH:22]=[CH:23][C:11]=1[NH:10][C:6]1[C:5]2[N:4]([N:3]=[C:2]([NH:39][C:36]3[CH:37]=[CH:38][C:33]([O:32][CH2:31][CH2:30][N:25]4[CH2:29][CH2:28][CH2:27][CH2:26]4)=[CH:34][CH:35]=3)[N:24]=2)[CH:9]=[CH:8][CH:7]=1)[S:15]([CH3:18])(=[O:17])=[O:16], predict the reactants needed to synthesize it. (7) Given the product [C:1]([C:3]1[CH:4]=[C:5]([CH:35]([CH3:37])[CH3:36])[C:6]2[O:10][C:9]([C:11]3[CH:12]=[CH:13][C:14]([C:15]([NH:17][CH2:18][C@H:19]4[CH2:24][CH2:23][C@H:22]([C:25]5[CH:26]=[CH:27][C:28]([F:31])=[CH:29][CH:30]=5)[CH2:21][CH2:20]4)=[O:16])=[CH:32][CH:33]=3)=[N:8][C:7]=2[CH:34]=1)#[N:2].[C:1]([C:3]1[CH:4]=[C:5]([CH:35]([CH3:37])[CH3:36])[C:6]2[O:10][C:9]([C:11]3[CH:12]=[CH:13][C:14]([C:15]([NH:17][CH2:18][C@H:19]4[CH2:24][CH2:23][C@@H:22]([C:25]5[CH:26]=[CH:27][C:28]([F:31])=[CH:29][CH:30]=5)[CH2:21][CH2:20]4)=[O:16])=[CH:32][CH:33]=3)=[N:8][C:7]=2[CH:34]=1)#[N:2], predict the reactants needed to synthesize it. The reactants are: [C:1]([C:3]1[CH:4]=[C:5]([CH:35]([CH3:37])[CH3:36])[C:6]2[O:10][C:9]([C:11]3[CH:33]=[CH:32][C:14]([C:15]([NH:17][CH2:18][CH:19]4[CH2:24][CH2:23][C:22]([C:25]5[CH:30]=[CH:29][C:28]([F:31])=[CH:27][CH:26]=5)=[CH:21][CH2:20]4)=[O:16])=[CH:13][CH:12]=3)=[N:8][C:7]=2[CH:34]=1)#[N:2]. (8) Given the product [CH3:1][S:2]([C:3]1[CH:4]=[CH:5][C:6]([C:9]2[NH:17][C:12]3=[N:13][CH:14]=[CH:15][N:16]=[C:11]3[CH:10]=2)=[CH:7][CH:8]=1)=[O:18], predict the reactants needed to synthesize it. The reactants are: [CH3:1][S:2][C:3]1[CH:8]=[CH:7][C:6]([C:9]2[NH:17][C:12]3=[N:13][CH:14]=[CH:15][N:16]=[C:11]3[CH:10]=2)=[CH:5][CH:4]=1.[OH:18]OS([O-])=O.[K+]. (9) Given the product [OH:1][CH2:2][C@H:3]1[S:7][CH2:6][C@@H:5]([N:8]2[CH:13]=[CH:12][C:11]([NH:14][C:15](=[O:37])[C@@H:16]([NH:62][C:39](=[O:61])[CH2:40][CH2:41]/[CH:42]=[CH:43]\[CH2:44]/[CH:45]=[CH:46]\[CH2:47]/[CH:48]=[CH:49]\[CH2:50]/[CH:51]=[CH:52]\[CH2:53]/[CH:54]=[CH:55]\[CH2:56]/[CH:57]=[CH:58]\[CH2:59][CH3:60])[CH3:17])=[N:10][C:9]2=[O:38])[O:4]1, predict the reactants needed to synthesize it. The reactants are: [OH:1][CH2:2][C@H:3]1[S:7][CH2:6][C@@H:5]([N:8]2[CH:13]=[CH:12][C:11]([NH:14][C:15](=[O:37])[CH2:16][CH2:17]/C=C\C/C=C\C/C=C\C/C=C\C/C=C\C/C=C\CC)=[N:10][C:9]2=[O:38])[O:4]1.[C:39]([NH:62][C@@H](C)C(O)=O)(=[O:61])[CH2:40][CH2:41]/[CH:42]=[CH:43]\[CH2:44]/[CH:45]=[CH:46]\[CH2:47]/[CH:48]=[CH:49]\[CH2:50]/[CH:51]=[CH:52]\[CH2:53]/[CH:54]=[CH:55]\[CH2:56]/[CH:57]=[CH:58]\[CH2:59][CH3:60].